From a dataset of Full USPTO retrosynthesis dataset with 1.9M reactions from patents (1976-2016). Predict the reactants needed to synthesize the given product. (1) Given the product [NH2:2][CH2:1][CH2:3][CH2:4][CH:5]([CH2:10][CH2:11][CH2:12][NH2:13])[CH2:6][CH2:7][CH2:8][NH2:9], predict the reactants needed to synthesize it. The reactants are: [C:1]([CH2:3][CH2:4][CH:5]([CH2:10][CH2:11][C:12]#[N:13])[CH2:6][CH2:7][C:8]#[N:9])#[N:2].[H][H]. (2) Given the product [Cl:23][C:4]1[CH:3]=[C:2]([N:27]([CH3:26])[CH3:30])[CH:22]=[CH:21][C:5]=1[CH2:6][N:7]1[C:11]2=[N:12][C:13]([C:16]([O:18][CH3:19])=[O:17])=[CH:14][CH:15]=[C:10]2[N:9]=[C:8]1[CH3:20], predict the reactants needed to synthesize it. The reactants are: N[C:2]1[CH:22]=[CH:21][C:5]([CH2:6][N:7]2[C:11]3=[N:12][C:13]([C:16]([O:18][CH3:19])=[O:17])=[CH:14][CH:15]=[C:10]3[N:9]=[C:8]2[CH3:20])=[C:4]([Cl:23])[CH:3]=1.C=O.[C:26]([BH3-])#[N:27].[Na+].[C:30](O)(=O)C. (3) Given the product [K:1].[C:17]([O:16][C:14]([N:8]1[CH2:13][CH2:12][N:11]([CH2:3][B-:4]([F:7])([F:6])[F:5])[CH2:10][CH2:9]1)=[O:15])([CH3:20])([CH3:18])[CH3:19], predict the reactants needed to synthesize it. The reactants are: [K:1].Br[CH2:3][B-:4]([F:7])([F:6])[F:5].[N:8]1([C:14]([O:16][C:17]([CH3:20])([CH3:19])[CH3:18])=[O:15])[CH2:13][CH2:12][NH:11][CH2:10][CH2:9]1.